From a dataset of Full USPTO retrosynthesis dataset with 1.9M reactions from patents (1976-2016). Predict the reactants needed to synthesize the given product. (1) Given the product [CH2:7]=[CH:8][O:9][CH2:10][CH2:11][O:12][CH2:13][CH2:14][O:21][CH2:20][CH2:19][O:18][CH:16]=[CH2:17], predict the reactants needed to synthesize it. The reactants are: CC1(C)OO1.S[CH2:7][CH2:8][O:9][CH2:10][CH2:11][O:12][CH2:13][CH2:14]S.[CH:16]([O:18][CH2:19][CH2:20][O:21]CCOC=C)=[CH2:17]. (2) Given the product [CH3:1][O:2][C:3]([C:5]1[S:6][C:7]([C:12]([OH:21])=[O:13])=[CH:8][C:9]=1[CH2:10][CH3:11])=[O:4], predict the reactants needed to synthesize it. The reactants are: [CH3:1][O:2][C:3]([C:5]1[S:6][C:7]([CH:12]=[O:13])=[CH:8][C:9]=1[CH2:10][CH3:11])=[O:4].CC(=CC)C.[Cl-].[Na+].[O:21]1CCOCC1. (3) Given the product [F:1][C:2]1[CH:24]=[CH:23][C:22]([F:25])=[CH:21][C:3]=1[CH2:4][O:5][C:6]1[CH:11]=[CH:10][C:9]([C:12](=[O:20])[CH2:13][CH2:14][C:15]([OH:17])=[O:16])=[CH:8][CH:7]=1, predict the reactants needed to synthesize it. The reactants are: [F:1][C:2]1[CH:24]=[CH:23][C:22]([F:25])=[CH:21][C:3]=1[CH2:4][O:5][C:6]1[CH:11]=[CH:10][C:9]([C:12](=[O:20])[CH2:13][CH2:14][C:15]([O:17]CC)=[O:16])=[CH:8][CH:7]=1.[OH-].[Na+].Cl. (4) Given the product [C:17]([C:13]1[CH:12]=[C:11]([C:4]2([NH2:1])[CH2:5][CH2:6][C:7](=[CH2:10])[CH2:8][CH2:9]2)[CH:16]=[CH:15][CH:14]=1)([CH3:20])([CH3:19])[CH3:18], predict the reactants needed to synthesize it. The reactants are: [N:1]([C:4]1([C:11]2[CH:16]=[CH:15][CH:14]=[C:13]([C:17]([CH3:20])([CH3:19])[CH3:18])[CH:12]=2)[CH2:9][CH2:8][C:7](=[CH2:10])[CH2:6][CH2:5]1)=[N+]=[N-].[H-].[Al+3].[Li+].[H-].[H-].[H-].O.O.O.O.O.O.O.O.O.O.S([O-])([O-])(=O)=O.[Na+].[Na+]. (5) Given the product [Br:7][C:8]1[CH:9]=[C:10]([CH:20]=[C:21]([CH2:23][O:4][CH:2]([CH3:3])[CH3:1])[CH:22]=1)[CH2:11][O:12][Si:13]([C:16]([CH3:17])([CH3:18])[CH3:19])([CH3:14])[CH3:15], predict the reactants needed to synthesize it. The reactants are: [CH3:1][CH:2]([OH:4])[CH3:3].[H-].[Na+].[Br:7][C:8]1[CH:9]=[C:10]([CH:20]=[C:21]([CH2:23]Br)[CH:22]=1)[CH2:11][O:12][Si:13]([C:16]([CH3:19])([CH3:18])[CH3:17])([CH3:15])[CH3:14]. (6) Given the product [Cl:1][C:2]1[CH:10]=[C:6]([C:7]([NH:21][C@H:22]([C:24]2[CH:33]=[CH:32][C:27]([C:28]([O:30][CH3:31])=[O:29])=[CH:26][CH:25]=2)[CH3:23])=[O:9])[C:5]([CH2:11][O:12][C:13]2[CH:18]=[CH:17][C:16]([Cl:19])=[CH:15][CH:14]=2)=[N:4][CH:3]=1, predict the reactants needed to synthesize it. The reactants are: [Cl:1][C:2]1[CH:3]=[N:4][C:5]([CH2:11][O:12][C:13]2[CH:18]=[CH:17][C:16]([Cl:19])=[CH:15][CH:14]=2)=[C:6]([CH:10]=1)[C:7]([OH:9])=O.Cl.[NH2:21][C@H:22]([C:24]1[CH:33]=[CH:32][C:27]([C:28]([O:30][CH3:31])=[O:29])=[CH:26][CH:25]=1)[CH3:23]. (7) Given the product [CH3:1][C:2]1[O:6][C:5]([C@H:7]2[CH2:8][CH2:9][C@H:10]([N:13]3[C:18](=[O:19])[C:17]([CH2:20][C:21]4[CH:26]=[CH:25][C:24]([C:27]5[CH:32]=[CH:31][CH:30]=[CH:29][C:28]=5[C:33]5[NH:53][N:52]=[N:51][N:34]=5)=[CH:23][CH:22]=4)=[C:16]([CH2:35][CH2:36][CH3:37])[N:15]4[N:38]=[CH:39][N:40]=[C:14]34)[CH2:11][CH2:12]2)=[N:4][N:3]=1, predict the reactants needed to synthesize it. The reactants are: [CH3:1][C:2]1[O:6][C:5]([C@H:7]2[CH2:12][CH2:11][C@H:10]([N:13]3[C:18](=[O:19])[C:17]([CH2:20][C:21]4[CH:26]=[CH:25][C:24]([C:27]5[C:28]([C:33]#[N:34])=[CH:29][CH:30]=[CH:31][CH:32]=5)=[CH:23][CH:22]=4)=[C:16]([CH2:35][CH2:36][CH3:37])[N:15]4[N:38]=[CH:39][N:40]=[C:14]34)[CH2:9][CH2:8]2)=[N:4][N:3]=1.C([Sn](=O)CCCC)CCC.[N:51]([Si](C)(C)C)=[N+:52]=[N-:53].C1(C)C=CC=CC=1.